From a dataset of Catalyst prediction with 721,799 reactions and 888 catalyst types from USPTO. Predict which catalyst facilitates the given reaction. (1) Reactant: [OH-].[Na+].[Cl:3][C:4]1[CH:5]=[C:6]2[C:11](=[CH:12][CH:13]=1)[CH:10]=[C:9]([S:14][CH2:15][C@@H:16]([OH:21])[C:17]([O:19]C)=[O:18])[CH:8]=[CH:7]2.Cl. Product: [Cl:3][C:4]1[CH:5]=[C:6]2[C:11](=[CH:12][CH:13]=1)[CH:10]=[C:9]([S:14][CH2:15][C@@H:16]([OH:21])[C:17]([OH:19])=[O:18])[CH:8]=[CH:7]2. The catalyst class is: 40. (2) Reactant: [C:1]([O:5][C:6]([O:8][C:9]1[CH:14]=[CH:13][C:12]([O:15]CC2C=CC=CC=2)=[CH:11][CH:10]=1)=[O:7])([CH3:4])([CH3:3])[CH3:2]. Product: [C:1]([O:5][C:6]([O:8][C:9]1[CH:10]=[CH:11][C:12]([OH:15])=[CH:13][CH:14]=1)=[O:7])([CH3:4])([CH3:2])[CH3:3]. The catalyst class is: 63. (3) Reactant: [C:1]([O:4][C@@H:5]1[C@@H:13]([C@@:14]2([CH3:34])[CH2:19][CH2:18][C@H:17]([O:20][C:21](=[O:23])[CH3:22])[CH2:16][C@@H:15]2[CH2:24][CH2:25][O:26][Si](C(C)(C)C)(C)C)[CH2:12][CH2:11][C@@:10]2([CH3:35])[C@H:6]1[CH2:7][CH2:8][C:9]2=[CH2:36])(=[O:3])[CH3:2].CCCC[N+](CCCC)(CCCC)CCCC.[F-]. Product: [C:1]([O:4][C@@H:5]1[C@@H:13]([C@@:14]2([CH3:34])[CH2:19][CH2:18][C@H:17]([O:20][C:21](=[O:23])[CH3:22])[CH2:16][C@@H:15]2[CH2:24][CH2:25][OH:26])[CH2:12][CH2:11][C@@:10]2([CH3:35])[C@H:6]1[CH2:7][CH2:8][C:9]2=[CH2:36])(=[O:3])[CH3:2]. The catalyst class is: 1. (4) Reactant: C([O:3][C:4](=[O:23])[CH2:5][N:6]1[CH2:11][CH2:10][CH:9]([C:12](=[O:22])[C:13]2[CH:18]=[CH:17][C:16]([O:19][CH3:20])=[C:15]([CH3:21])[CH:14]=2)[CH2:8][CH2:7]1)C.[Li+].[OH-].[Li+].[Cl-]. Product: [CH3:20][O:19][C:16]1[CH:17]=[CH:18][C:13]([C:12]([CH:9]2[CH2:10][CH2:11][N:6]([CH2:5][C:4]([OH:23])=[O:3])[CH2:7][CH2:8]2)=[O:22])=[CH:14][C:15]=1[CH3:21]. The catalyst class is: 36.